From a dataset of NCI-60 drug combinations with 297,098 pairs across 59 cell lines. Regression. Given two drug SMILES strings and cell line genomic features, predict the synergy score measuring deviation from expected non-interaction effect. (1) Drug 1: CC1=C(C=C(C=C1)NC2=NC=CC(=N2)N(C)C3=CC4=NN(C(=C4C=C3)C)C)S(=O)(=O)N.Cl. Drug 2: C1=CC(=CC=C1C#N)C(C2=CC=C(C=C2)C#N)N3C=NC=N3. Cell line: COLO 205. Synergy scores: CSS=-4.11, Synergy_ZIP=4.97, Synergy_Bliss=6.15, Synergy_Loewe=0.684, Synergy_HSA=-1.85. (2) Drug 1: CC1CCC2CC(C(=CC=CC=CC(CC(C(=O)C(C(C(=CC(C(=O)CC(OC(=O)C3CCCCN3C(=O)C(=O)C1(O2)O)C(C)CC4CCC(C(C4)OC)O)C)C)O)OC)C)C)C)OC. Drug 2: CN(CC1=CN=C2C(=N1)C(=NC(=N2)N)N)C3=CC=C(C=C3)C(=O)NC(CCC(=O)O)C(=O)O. Cell line: COLO 205. Synergy scores: CSS=17.3, Synergy_ZIP=1.87, Synergy_Bliss=1.29, Synergy_Loewe=-17.8, Synergy_HSA=-5.59.